Dataset: Catalyst prediction with 721,799 reactions and 888 catalyst types from USPTO. Task: Predict which catalyst facilitates the given reaction. (1) Reactant: [C:1]([NH:4][C:5]([NH2:7])=[NH:6])(=[O:3])[CH3:2].[H-].[Na+].[CH2:10]([O:17][C:18]([N:20]1[CH2:24][CH2:23][CH2:22][CH:21]1[C:25](OCC)=[S:26])=[O:19])[C:11]1[CH:16]=[CH:15][CH:14]=[CH:13][CH:12]=1. Product: [CH2:10]([O:17][C:18]([N:20]1[CH2:24][CH2:23][CH2:22][CH:21]1[C:25]([NH:6][C:5]([NH2:7])=[N:4][C:1](=[O:3])[CH3:2])=[S:26])=[O:19])[C:11]1[CH:12]=[CH:13][CH:14]=[CH:15][CH:16]=1. The catalyst class is: 1. (2) Reactant: O[CH2:2][CH:3]1[CH2:7][N:6]([C@@H:8]([CH2:12][CH3:13])[C:9]([NH2:11])=[O:10])[C:5](=[O:14])[CH2:4]1.C1(P(C2C=CC=CC=2)C2C=CC=CC=2)C=CC=CC=1.[I:34]I. Product: [I:34][CH2:2][CH:3]1[CH2:7][N:6]([C@@H:8]([CH2:12][CH3:13])[C:9]([NH2:11])=[O:10])[C:5](=[O:14])[CH2:4]1. The catalyst class is: 10. (3) Reactant: Cl[CH2:2][CH2:3][O:4][C:5]1[CH:14]=[C:13]2[C:8]([C:9]([O:15][C:16]3[C:17]([C:26]([O:28][CH2:29][CH2:30][CH3:31])=[O:27])=[CH:18][C:19]4[C:24]([CH:25]=3)=[CH:23][CH:22]=[CH:21][CH:20]=4)=[CH:10][CH:11]=[N:12]2)=[CH:7][C:6]=1[O:32][CH3:33].C(=O)([O-])[O-].[K+].[K+].[NH:40]1[CH2:45][CH2:44][O:43][CH2:42][CH2:41]1.O. Product: [CH3:33][O:32][C:6]1[CH:7]=[C:8]2[C:13](=[CH:14][C:5]=1[O:4][CH2:3][CH2:2][N:40]1[CH2:45][CH2:44][O:43][CH2:42][CH2:41]1)[N:12]=[CH:11][CH:10]=[C:9]2[O:15][C:16]1[C:17]([C:26]([O:28][CH2:29][CH2:30][CH3:31])=[O:27])=[CH:18][C:19]2[C:24]([CH:25]=1)=[CH:23][CH:22]=[CH:21][CH:20]=2. The catalyst class is: 9. (4) Reactant: [CH3:1][C:2]1[CH:3]=[C:4]([CH3:41])[C:5]2[O:9][C:8]([NH:10][C:11]3[CH:16]=[CH:15][C:14]([C:17]4[C:25]5[C:24]([NH2:26])=[N:23][CH:22]=[N:21][C:20]=5[N:19]([C@H:27]5[CH2:32][CH2:31][C@@H:30]([N:33]6[CH2:38][CH2:37][NH:36][CH2:35][CH2:34]6)[CH2:29][CH2:28]5)[CH:18]=4)=[CH:13][C:12]=3[F:39])=[N:7][C:6]=2[CH:40]=1.C(O)(=O)C.C([BH3-])#N.[Na+].C(O[C:53]1(O[Si](C)(C)C)[CH2:55][CH2:54]1)C. Product: [CH:53]1([N:36]2[CH2:35][CH2:34][N:33]([C@@H:30]3[CH2:31][CH2:32][C@H:27]([N:19]4[C:20]5[N:21]=[CH:22][N:23]=[C:24]([NH2:26])[C:25]=5[C:17]([C:14]5[CH:15]=[CH:16][C:11]([NH:10][C:8]6[O:9][C:5]7[C:4]([CH3:41])=[CH:3][C:2]([CH3:1])=[CH:40][C:6]=7[N:7]=6)=[C:12]([F:39])[CH:13]=5)=[CH:18]4)[CH2:28][CH2:29]3)[CH2:38][CH2:37]2)[CH2:55][CH2:54]1. The catalyst class is: 5. (5) Reactant: [OH:1][C@:2]1([CH2:9][NH:10][C:11]([C:13]2[C:14]3[CH:15]=[CH:16][C:17](Cl)=[N:18][C:19]=3[CH:20]=[CH:21][C:22]=2[Cl:23])=[O:12])[CH2:7][CH2:6][CH2:5][C@@H:4]([CH3:8])[CH2:3]1.C(=O)([O-])[O-].[Cs+].[Cs+].[C:31]1(B2OC(C)(C)C(C)(C)O2)[CH2:35][CH2:34][CH2:33][CH:32]=1. Product: [OH:1][C@:2]1([CH2:9][NH:10][C:11]([C:13]2[C:14]3[CH:15]=[CH:16][C:17]([C:31]4[CH2:35][CH2:34][CH2:33][CH:32]=4)=[N:18][C:19]=3[CH:20]=[CH:21][C:22]=2[Cl:23])=[O:12])[CH2:7][CH2:6][CH2:5][C@@H:4]([CH3:8])[CH2:3]1. The catalyst class is: 73.